Dataset: Full USPTO retrosynthesis dataset with 1.9M reactions from patents (1976-2016). Task: Predict the reactants needed to synthesize the given product. Given the product [Si:1]([O:8][CH2:9][C:10]1[N:15]=[CH:14][C:13]2[N:16]([C:19]3[S:23][C:22]([C:24]([O:26][CH3:27])=[O:25])=[C:21]([O:28][CH:64]([C:66]4[CH:71]=[CH:70][CH:69]=[CH:68][C:67]=4[C:72]([F:73])([F:74])[F:75])[CH3:65])[CH:20]=3)[CH:17]=[N:18][C:12]=2[CH:11]=1)([C:4]([CH3:5])([CH3:6])[CH3:7])([CH3:2])[CH3:3], predict the reactants needed to synthesize it. The reactants are: [Si:1]([O:8][CH2:9][C:10]1[N:15]=[CH:14][C:13]2[N:16]([C:19]3[S:23][C:22]([C:24]([O:26][CH3:27])=[O:25])=[C:21]([OH:28])[CH:20]=3)[CH:17]=[N:18][C:12]=2[CH:11]=1)([C:4]([CH3:7])([CH3:6])[CH3:5])([CH3:3])[CH3:2].[Si](OCC1N=CC2N=CN(C3SC(C(OC)=O)=C(O)C=3)C=2C=1)(C(C)(C)C)(C)C.C([O-])([O-])=O.[K+].[K+].Br[CH:64]([C:66]1[CH:71]=[CH:70][CH:69]=[CH:68][C:67]=1[C:72]([F:75])([F:74])[F:73])[CH3:65].